This data is from Forward reaction prediction with 1.9M reactions from USPTO patents (1976-2016). The task is: Predict the product of the given reaction. (1) Given the reactants O[C:2]1[CH:7]=[C:6]([N:8]2[CH2:13][CH2:12][N:11]([CH3:14])[CH2:10][CH2:9]2)[CH:5]=[CH:4][C:3]=1[C:15](=[O:17])[CH3:16].CC([N:21](C)C)=O.BrC(C)(C)C(N)=O.[OH-].[Na+], predict the reaction product. The product is: [NH2:21][C:2]1[CH:7]=[C:6]([N:8]2[CH2:13][CH2:12][N:11]([CH3:14])[CH2:10][CH2:9]2)[CH:5]=[CH:4][C:3]=1[C:15](=[O:17])[CH3:16]. (2) Given the reactants C([N:8]1[CH2:13][CH2:12][CH:11]([N:14]2[C:18]3=[N:19][C:20]([Cl:31])=[N:21][C:22]([N:23]4[CH2:29][CH:28]5[O:30][CH:25]([CH2:26][CH2:27]5)[CH2:24]4)=[C:17]3[CH:16]=[N:15]2)[CH2:10][CH2:9]1)C1C=CC=CC=1.C(=O)([O-])[O-].[K+].[K+].Cl[C:39]([O:41][CH3:42])=[O:40], predict the reaction product. The product is: [CH:25]12[O:30][CH:28]([CH2:27][CH2:26]1)[CH2:29][N:23]([C:22]1[N:21]=[C:20]([Cl:31])[N:19]=[C:18]3[N:14]([CH:11]4[CH2:12][CH2:13][N:8]([C:39]([O:41][CH3:42])=[O:40])[CH2:9][CH2:10]4)[N:15]=[CH:16][C:17]=13)[CH2:24]2. (3) Given the reactants [NH:1]1[CH2:6][CH2:5][CH2:4][CH2:3][CH2:2]1.[C:7]([CH2:9][C:10]([O:12][CH3:13])=[O:11])#[N:8].[C:14](=[O:17])([O-])[O-:15].[K+].[K+].[C-]#N.[K+].[CH:23](O)(C)[CH3:24], predict the reaction product. The product is: [C:6]([CH:5]([C:4]1([C:14]([O:15][CH2:23][CH3:24])=[O:17])[CH2:2][CH2:3]1)[CH:9]([C:7]#[N:8])[C:10]([O:12][CH3:13])=[O:11])#[N:1]. (4) Given the reactants [CH3:1][O:2][C:3]1[CH:8]=[CH:7][C:6]([NH:9][C:10]2[C:19]3[C:14](=[CH:15][CH:16]=[C:17]([C:20](=[O:23])[NH:21][CH3:22])[CH:18]=3)[N:13]=[CH:12][C:11]=2[C:24]([OH:26])=[O:25])=[CH:5][CH:4]=1.C([N:30]([CH2:34]C)[CH:31]([CH3:33])[CH3:32])(C)C.ClC[CH:38](C1C=CC=CC=1)[S:39](C)(=[O:41])=[O:40].O1C[CH2:52][CH2:51][CH2:50]1, predict the reaction product. The product is: [CH3:1][O:2][C:3]1[CH:8]=[CH:7][C:6]([NH:9][C:10]2[C:19]3[C:14](=[CH:15][CH:16]=[C:17]([C:20](=[O:23])[NH:21][CH3:22])[CH:18]=3)[N:13]=[CH:12][C:11]=2[C:24]([O:26][CH2:34][N:30]([S:39]([CH3:38])(=[O:41])=[O:40])[C:31]2[CH:32]=[CH:52][CH:51]=[CH:50][CH:33]=2)=[O:25])=[CH:5][CH:4]=1.